This data is from Reaction yield outcomes from USPTO patents with 853,638 reactions. The task is: Predict the reaction yield, written as a fraction of the theoretical maximum amount of product (1.0 means a 100% yield; for example, 0.34 means a 34% yield). The reactants are Cl[C:2]1[CH:7]=[C:6](I)[C:5]([Cl:9])=[CH:4][N:3]=1.[NH2:10][C:11]1[C:18]([F:19])=[CH:17][CH:16]=[CH:15][C:12]=1[C:13]#[N:14].[O-]P(OP(OP([O-])([O-])=O)([O-])=O)(=O)[O-].[K+].[K+].[K+].[K+].[K+].C1C=CC(P(C2C(OC3C(P(C4C=CC=CC=4)C4C=CC=CC=4)=CC=CC=3)=CC=CC=2)C2C=CC=CC=2)=CC=1.[CH3:77][C:78]1[CH:82]=[C:81]([NH2:83])[N:80]([CH:84]([CH3:86])[CH3:85])[N:79]=1.C(=O)([O-])[O-].[Cs+].[Cs+]. The catalyst is O1CCOCC1.C([O-])(=O)C.[Pd+2].C([O-])(=O)C. The product is [Cl:9][C:5]1[C:6]([NH:10][C:11]2[C:18]([F:19])=[CH:17][CH:16]=[CH:15][C:12]=2[C:13]#[N:14])=[CH:7][C:2]([NH:83][C:81]2[N:80]([CH:84]([CH3:86])[CH3:85])[N:79]=[C:78]([CH3:77])[CH:82]=2)=[N:3][CH:4]=1. The yield is 0.534.